This data is from NCI-60 drug combinations with 297,098 pairs across 59 cell lines. The task is: Regression. Given two drug SMILES strings and cell line genomic features, predict the synergy score measuring deviation from expected non-interaction effect. (1) Drug 1: CC(C1=C(C=CC(=C1Cl)F)Cl)OC2=C(N=CC(=C2)C3=CN(N=C3)C4CCNCC4)N. Drug 2: C1CN(P(=O)(OC1)NCCCl)CCCl. Cell line: HCT-15. Synergy scores: CSS=6.09, Synergy_ZIP=-0.253, Synergy_Bliss=1.88, Synergy_Loewe=-1.13, Synergy_HSA=0.611. (2) Drug 1: CCC(=C(C1=CC=CC=C1)C2=CC=C(C=C2)OCCN(C)C)C3=CC=CC=C3.C(C(=O)O)C(CC(=O)O)(C(=O)O)O. Drug 2: COC1=C2C(=CC3=C1OC=C3)C=CC(=O)O2. Cell line: A549. Synergy scores: CSS=1.90, Synergy_ZIP=-0.496, Synergy_Bliss=0.156, Synergy_Loewe=-0.378, Synergy_HSA=-0.359. (3) Drug 1: C1=C(C(=O)NC(=O)N1)N(CCCl)CCCl. Drug 2: C1CCC(C(C1)N)N.C(=O)(C(=O)[O-])[O-].[Pt+4]. Cell line: IGROV1. Synergy scores: CSS=33.3, Synergy_ZIP=-3.80, Synergy_Bliss=-1.78, Synergy_Loewe=0.834, Synergy_HSA=3.24. (4) Drug 1: CC1=C2C(C(=O)C3(C(CC4C(C3C(C(C2(C)C)(CC1OC(=O)C(C(C5=CC=CC=C5)NC(=O)OC(C)(C)C)O)O)OC(=O)C6=CC=CC=C6)(CO4)OC(=O)C)OC)C)OC. Drug 2: CCCS(=O)(=O)NC1=C(C(=C(C=C1)F)C(=O)C2=CNC3=C2C=C(C=N3)C4=CC=C(C=C4)Cl)F. Cell line: RPMI-8226. Synergy scores: CSS=40.6, Synergy_ZIP=-2.71, Synergy_Bliss=-8.02, Synergy_Loewe=-33.2, Synergy_HSA=-10.4. (5) Drug 1: CC1OCC2C(O1)C(C(C(O2)OC3C4COC(=O)C4C(C5=CC6=C(C=C35)OCO6)C7=CC(=C(C(=C7)OC)O)OC)O)O. Drug 2: C1CNP(=O)(OC1)N(CCCl)CCCl. Cell line: NCI-H460. Synergy scores: CSS=41.0, Synergy_ZIP=2.81, Synergy_Bliss=1.59, Synergy_Loewe=-30.7, Synergy_HSA=2.28. (6) Drug 1: C1=CC(=CC=C1CCC2=CNC3=C2C(=O)NC(=N3)N)C(=O)NC(CCC(=O)O)C(=O)O. Drug 2: C1=CC(=C2C(=C1NCCNCCO)C(=O)C3=C(C=CC(=C3C2=O)O)O)NCCNCCO. Cell line: SW-620. Synergy scores: CSS=37.4, Synergy_ZIP=-7.85, Synergy_Bliss=-9.52, Synergy_Loewe=-8.74, Synergy_HSA=-1.47. (7) Drug 1: CC1=CC=C(C=C1)C2=CC(=NN2C3=CC=C(C=C3)S(=O)(=O)N)C(F)(F)F. Drug 2: C1=NC(=NC(=O)N1C2C(C(C(O2)CO)O)O)N. Cell line: UO-31. Synergy scores: CSS=25.7, Synergy_ZIP=-8.05, Synergy_Bliss=-2.16, Synergy_Loewe=-19.3, Synergy_HSA=-4.51. (8) Drug 1: CC=C1C(=O)NC(C(=O)OC2CC(=O)NC(C(=O)NC(CSSCCC=C2)C(=O)N1)C(C)C)C(C)C. Drug 2: CN1C2=C(C=C(C=C2)N(CCCl)CCCl)N=C1CCCC(=O)O.Cl. Cell line: HOP-92. Synergy scores: CSS=43.6, Synergy_ZIP=1.50, Synergy_Bliss=0.721, Synergy_Loewe=-59.6, Synergy_HSA=-0.316.